From a dataset of Full USPTO retrosynthesis dataset with 1.9M reactions from patents (1976-2016). Predict the reactants needed to synthesize the given product. (1) Given the product [Br:11][C:12]1[CH:19]=[CH:18][C:15]([CH:16]([N:6]2[CH2:7][CH2:8][CH2:9][CH2:10][CH:5]2[CH2:4][CH2:3][Cl:2])[C:20]#[N:21])=[CH:14][CH:13]=1, predict the reactants needed to synthesize it. The reactants are: Cl.[Cl:2][CH2:3][CH2:4][CH:5]1[CH2:10][CH2:9][CH2:8][CH2:7][NH:6]1.[Br:11][C:12]1[CH:19]=[CH:18][C:15]([CH:16]=O)=[CH:14][CH:13]=1.[C-:20]#[N:21].[Na+]. (2) Given the product [Br-:35].[C:13]([O:12][C:10]([N:1]1[C:9]2[CH:8]=[CH:7][N+:6]([CH:26]([C:28]3[CH:33]=[CH:32][CH:31]=[CH:30][C:29]=3[Cl:34])[CH2:25][CH2:24][CH2:23][CH2:22][CH:21]([CH3:36])[CH3:20])=[CH:5][C:4]=2[CH:3]=[CH:2]1)=[O:11])([CH3:16])([CH3:15])[CH3:14], predict the reactants needed to synthesize it. The reactants are: [N:1]1([C:10]([O:12][C:13]([CH3:16])([CH3:15])[CH3:14])=[O:11])[C:9]2[CH:8]=[CH:7][N:6]=[CH:5][C:4]=2[CH:3]=[CH:2]1.C(O[C:20](=O)[C:21](C)([CH3:36])[CH2:22][CH2:23][CH2:24][CH2:25][C:26]([Br:35])([C:28]1[CH:33]=[CH:32][CH:31]=[CH:30][C:29]=1[Cl:34])C)C. (3) Given the product [C:26]([O:25][C:23]([NH:12][C@H:11]([C:13]([OH:15])=[O:14])[CH2:10][CH2:9][O:8][Si:1]([C:4]([CH3:6])([CH3:7])[CH3:5])([CH3:3])[CH3:2])=[O:24])([CH3:29])([CH3:28])[CH3:27], predict the reactants needed to synthesize it. The reactants are: [Si:1]([O:8][CH2:9][CH2:10][C@@H:11]([C:13]([OH:15])=[O:14])[NH2:12])([C:4]([CH3:7])([CH3:6])[CH3:5])([CH3:3])[CH3:2].C(N(CC)CC)C.[C:23](O[C:23]([O:25][C:26]([CH3:29])([CH3:28])[CH3:27])=[O:24])([O:25][C:26]([CH3:29])([CH3:28])[CH3:27])=[O:24]. (4) Given the product [CH3:33][C@@H:32]1[C@@H:31]([NH:34][C:35](=[O:44])[O:36][CH2:37][C:38]2[CH:39]=[CH:40][CH:41]=[CH:42][CH:43]=2)[C:12]2[CH:11]=[CH:10][NH:9][C:8](=[O:13])[C:7]=2[NH:6][C@H:1]1[CH2:2][CH2:3][CH3:4], predict the reactants needed to synthesize it. The reactants are: [CH:1](=O)[CH2:2][CH2:3][CH3:4].[NH2:6][C:7]1[C:8](=[O:13])[NH:9][CH:10]=[CH:11][CH:12]=1.P(O)(OC1C=CC=CC=1)(OC1C=CC=CC=1)=O.[CH:31](/[NH:34][C:35](=[O:44])[O:36][CH2:37][C:38]1[CH:43]=[CH:42][CH:41]=[CH:40][CH:39]=1)=[CH:32]\[CH3:33].